Task: Predict the reaction yield, written as a fraction of the theoretical maximum amount of product (1.0 means a 100% yield; for example, 0.34 means a 34% yield).. Dataset: Reaction yield outcomes from USPTO patents with 853,638 reactions (1) The reactants are [Br:1][CH2:2][C:3]1[C:27]([O:28][CH3:29])=[CH:26][C:6]2[C@@H:7]([C:20]3[CH:25]=[CH:24][CH:23]=[CH:22][CH:21]=3)[NH:8][C@@:9]([CH2:16][CH2:17][CH2:18][CH3:19])([CH2:14][CH3:15])[CH2:10][S:11](=[O:13])(=[O:12])[C:5]=2[CH:4]=1.C1C=C(Cl)C=C(C(OO)=[O:38])C=1.[O-]S([O-])=O.[Na+].[Na+]. The catalyst is C(Cl)Cl. The product is [Br:1][CH2:2][C:3]1[C:27]([O:28][CH3:29])=[CH:26][C:6]2[C@@H:7]([C:20]3[CH:25]=[CH:24][CH:23]=[CH:22][CH:21]=3)[N:8]([OH:38])[C@@:9]([CH2:16][CH2:17][CH2:18][CH3:19])([CH2:14][CH3:15])[CH2:10][S:11](=[O:13])(=[O:12])[C:5]=2[CH:4]=1. The yield is 0.960. (2) The reactants are Cl[C:2]1[C:11]([C:12]([OH:14])=[O:13])=[CH:10][C:9]2[C:4](=[CH:5][CH:6]=[C:7]([Cl:15])[CH:8]=2)[N:3]=1.[CH:16]1[CH:21]=[CH:20][C:19]([CH:22]([NH2:26])[C:23]([OH:25])=[O:24])=[CH:18][CH:17]=1. No catalyst specified. The product is [C:23]([CH:22]([NH:26][C:2]1[C:11]([C:12]([OH:14])=[O:13])=[CH:10][C:9]2[C:4](=[CH:5][CH:6]=[C:7]([Cl:15])[CH:8]=2)[N:3]=1)[C:19]1[CH:18]=[CH:17][CH:16]=[CH:21][CH:20]=1)([OH:25])=[O:24]. The yield is 0.330. (3) The reactants are [CH3:1][N:2]([S:25]([C:28]1[CH:33]=[CH:32][CH:31]=[CH:30][N:29]=1)(=[O:27])=[O:26])[C:3]1[CH:4]=[C:5]([O:17][CH2:18][CH2:19][CH2:20][S:21]([CH3:24])(=[O:23])=[O:22])[CH:6]=[C:7]2[C:11]=1[NH:10][C:9]([C:12]([O:14]CC)=[O:13])=[CH:8]2.[OH-].[Na+].C(O)C.Cl. The catalyst is O.O1CCCC1. The product is [CH3:1][N:2]([S:25]([C:28]1[CH:33]=[CH:32][CH:31]=[CH:30][N:29]=1)(=[O:27])=[O:26])[C:3]1[CH:4]=[C:5]([O:17][CH2:18][CH2:19][CH2:20][S:21]([CH3:24])(=[O:23])=[O:22])[CH:6]=[C:7]2[C:11]=1[NH:10][C:9]([C:12]([OH:14])=[O:13])=[CH:8]2. The yield is 0.980. (4) The catalyst is C1COCC1. The reactants are [NH2:1][C:2]1[N:7]=[C:6]([NH2:8])[C:5]([O:9][C:10]2[C:11]([CH:21]([CH3:23])[CH3:22])=[CH:12][C:13]([O:19][CH3:20])=[C:14]([CH:18]=2)[C:15]([NH2:17])=O)=[CH:4][N:3]=1.COC1C=CC(P2(SP(C3C=CC(OC)=CC=3)(=S)S2)=[S:33])=CC=1. The yield is 0.760. The product is [NH2:1][C:2]1[N:7]=[C:6]([NH2:8])[C:5]([O:9][C:10]2[C:11]([CH:21]([CH3:23])[CH3:22])=[CH:12][C:13]([O:19][CH3:20])=[C:14]([CH:18]=2)[C:15]([NH2:17])=[S:33])=[CH:4][N:3]=1. (5) The reactants are [NH2:1][C:2]1[CH:3]=[C:4]2[C:8](=[CH:9][CH:10]=1)[NH:7][CH:6]=[C:5]2[C:11]1[CH2:16][CH2:15][CH:14]([N:17]([CH3:25])[C:18](=[O:24])[O:19][C:20]([CH3:23])([CH3:22])[CH3:21])[CH2:13][CH:12]=1.I.[S:27]1[CH:31]=[CH:30][CH:29]=[C:28]1[C:32](SC)=[NH:33]. The catalyst is CCO. The product is [CH3:25][N:17]([CH:14]1[CH2:15][CH2:16][C:11]([C:5]2[C:4]3[C:8](=[CH:9][CH:10]=[C:2]([NH:1][C:32]([C:28]4[S:27][CH:31]=[CH:30][CH:29]=4)=[NH:33])[CH:3]=3)[NH:7][CH:6]=2)=[CH:12][CH2:13]1)[C:18](=[O:24])[O:19][C:20]([CH3:21])([CH3:22])[CH3:23]. The yield is 0.680. (6) The reactants are [F:1][C:2]1[CH:11]=[CH:10][CH:9]=[C:8]2[C:3]=1[CH:4]=[CH:5][CH:6]=[C:7]2[O:12]C.B(Br)(Br)Br.O. The catalyst is ClCCl. The product is [F:1][C:2]1[CH:11]=[CH:10][CH:9]=[C:8]2[C:3]=1[CH:4]=[CH:5][CH:6]=[C:7]2[OH:12]. The yield is 0.830.